From a dataset of NCI-60 drug combinations with 297,098 pairs across 59 cell lines. Regression. Given two drug SMILES strings and cell line genomic features, predict the synergy score measuring deviation from expected non-interaction effect. (1) Drug 1: CCC1(C2=C(COC1=O)C(=O)N3CC4=CC5=C(C=CC(=C5CN(C)C)O)N=C4C3=C2)O.Cl. Drug 2: CC1C(C(CC(O1)OC2CC(CC3=C2C(=C4C(=C3O)C(=O)C5=CC=CC=C5C4=O)O)(C(=O)C)O)N)O. Cell line: UACC62. Synergy scores: CSS=62.4, Synergy_ZIP=-13.3, Synergy_Bliss=-12.9, Synergy_Loewe=-10.8, Synergy_HSA=-9.12. (2) Drug 1: CCC1(CC2CC(C3=C(CCN(C2)C1)C4=CC=CC=C4N3)(C5=C(C=C6C(=C5)C78CCN9C7C(C=CC9)(C(C(C8N6C=O)(C(=O)OC)O)OC(=O)C)CC)OC)C(=O)OC)O.OS(=O)(=O)O. Drug 2: CN(C(=O)NC(C=O)C(C(C(CO)O)O)O)N=O. Cell line: HOP-62. Synergy scores: CSS=7.35, Synergy_ZIP=-3.37, Synergy_Bliss=-0.164, Synergy_Loewe=-0.922, Synergy_HSA=-0.655. (3) Drug 1: CC1=C(C=C(C=C1)NC2=NC=CC(=N2)N(C)C3=CC4=NN(C(=C4C=C3)C)C)S(=O)(=O)N.Cl. Drug 2: C1=CC=C(C=C1)NC(=O)CCCCCCC(=O)NO. Cell line: BT-549. Synergy scores: CSS=-2.78, Synergy_ZIP=0.674, Synergy_Bliss=2.45, Synergy_Loewe=-2.71, Synergy_HSA=-0.170. (4) Drug 1: C1=C(C(=O)NC(=O)N1)N(CCCl)CCCl. Drug 2: CC(C1=C(C=CC(=C1Cl)F)Cl)OC2=C(N=CC(=C2)C3=CN(N=C3)C4CCNCC4)N. Cell line: SK-MEL-28. Synergy scores: CSS=7.97, Synergy_ZIP=-1.88, Synergy_Bliss=2.90, Synergy_Loewe=-1.36, Synergy_HSA=-0.887. (5) Drug 1: CNC(=O)C1=NC=CC(=C1)OC2=CC=C(C=C2)NC(=O)NC3=CC(=C(C=C3)Cl)C(F)(F)F. Drug 2: C1=NNC2=C1C(=O)NC=N2. Cell line: OVCAR-5. Synergy scores: CSS=4.79, Synergy_ZIP=-1.83, Synergy_Bliss=-1.10, Synergy_Loewe=-0.0941, Synergy_HSA=-1.52.